From a dataset of NCI-60 drug combinations with 297,098 pairs across 59 cell lines. Regression. Given two drug SMILES strings and cell line genomic features, predict the synergy score measuring deviation from expected non-interaction effect. (1) Synergy scores: CSS=5.62, Synergy_ZIP=-11.2, Synergy_Bliss=-12.7, Synergy_Loewe=-19.3, Synergy_HSA=-10.9. Drug 2: C1CCC(C(C1)N)N.C(=O)(C(=O)[O-])[O-].[Pt+4]. Drug 1: C1=CC(=CC=C1CCCC(=O)O)N(CCCl)CCCl. Cell line: SNB-19. (2) Drug 1: C1=CC(=C2C(=C1NCCNCCO)C(=O)C3=C(C=CC(=C3C2=O)O)O)NCCNCCO. Drug 2: CN(C)N=NC1=C(NC=N1)C(=O)N. Cell line: SK-MEL-5. Synergy scores: CSS=17.1, Synergy_ZIP=-8.05, Synergy_Bliss=2.13, Synergy_Loewe=-11.5, Synergy_HSA=1.45. (3) Drug 1: CC1OCC2C(O1)C(C(C(O2)OC3C4COC(=O)C4C(C5=CC6=C(C=C35)OCO6)C7=CC(=C(C(=C7)OC)O)OC)O)O. Drug 2: CN(C(=O)NC(C=O)C(C(C(CO)O)O)O)N=O. Cell line: MOLT-4. Synergy scores: CSS=36.0, Synergy_ZIP=-3.03, Synergy_Bliss=-7.04, Synergy_Loewe=-33.0, Synergy_HSA=-6.41.